Task: Predict the reaction yield, written as a fraction of the theoretical maximum amount of product (1.0 means a 100% yield; for example, 0.34 means a 34% yield).. Dataset: Reaction yield outcomes from USPTO patents with 853,638 reactions (1) The reactants are [CH2:1]([C:5]1[CH:6]=[CH:7][C:8]2[O:12][C:11]([C:13]3[CH:20]=[CH:19][C:16]([CH:17]=O)=[CH:15][CH:14]=3)=[CH:10][C:9]=2[CH:21]=1)[CH:2]([CH3:4])[CH3:3].C(O)(=O)C.[NH:26]1[CH2:29][CH:28]([C:30]([OH:32])=[O:31])[CH2:27]1.C([BH3-])#N.[Na+]. The catalyst is C(Cl)Cl.CO.CS(C)=O. The product is [CH2:1]([C:5]1[CH:6]=[CH:7][C:8]2[O:12][C:11]([C:13]3[CH:14]=[CH:15][C:16]([CH2:17][N:26]4[CH2:29][CH:28]([C:30]([OH:32])=[O:31])[CH2:27]4)=[CH:19][CH:20]=3)=[CH:10][C:9]=2[CH:21]=1)[CH:2]([CH3:3])[CH3:4]. The yield is 0.650. (2) The reactants are C([O:3][C:4]([C:6]1[C:7]([C:11]2[CH:16]=[CH:15][CH:14]=[CH:13][N:12]=2)=[N:8][O:9][CH:10]=1)=[O:5])C.COC(=O)[C@@H](NC(C1C=NC(OCC2C(C3C=CC=CC=3)=NOC=2C)=CC=1)=O)CC1C=CC=CC=1. No catalyst specified. The product is [N:12]1[CH:13]=[CH:14][CH:15]=[CH:16][C:11]=1[C:7]1[C:6]([C:4]([OH:5])=[O:3])=[CH:10][O:9][N:8]=1. The yield is 0.790.